The task is: Predict the reactants needed to synthesize the given product.. This data is from Full USPTO retrosynthesis dataset with 1.9M reactions from patents (1976-2016). (1) Given the product [CH2:1]([C@H:8]([NH:21][C:22]([C@@H:24]([NH:34][C:35]([C:37]1([NH:40][C:41]([CH:43]2[CH2:44][C:45]3[C:50](=[CH:49][CH:48]=[CH:47][CH:46]=3)[CH2:51]2)=[O:42])[CH2:38][CH2:39]1)=[O:36])[CH2:25][C:26]1[CH:27]=[CH:28][C:29]([O:32][CH3:33])=[CH:30][CH:31]=1)=[O:23])[C:9]([C:11](=[O:20])[NH:12][CH2:13][C:14]1[CH:15]=[CH:16][CH:17]=[CH:18][CH:19]=1)=[O:10])[C:2]1[CH:7]=[CH:6][CH:5]=[CH:4][CH:3]=1, predict the reactants needed to synthesize it. The reactants are: [CH2:1]([C@H:8]([NH:21][C:22]([C@@H:24]([NH:34][C:35]([C:37]1([NH:40][C:41]([CH:43]2[CH2:51][C:50]3[C:45](=[CH:46][CH:47]=[CH:48][CH:49]=3)[CH2:44]2)=[O:42])[CH2:39][CH2:38]1)=[O:36])[CH2:25][C:26]1[CH:31]=[CH:30][C:29]([O:32][CH3:33])=[CH:28][CH:27]=1)=[O:23])[CH:9]([C:11](=[O:20])[NH:12][CH2:13][C:14]1[CH:19]=[CH:18][CH:17]=[CH:16][CH:15]=1)[OH:10])[C:2]1[CH:7]=[CH:6][CH:5]=[CH:4][CH:3]=1.CC(OI1(OC(C)=O)(OC(C)=O)OC(=O)C2C=CC=CC1=2)=O. (2) Given the product [CH3:17][C:18]1[CH:19]=[CH:20][C:15]([S:12]([O:11][CH2:10][C@@H:9]2[CH2:8][CH2:7][N:6]([C:22]([O:24][C:25]([CH3:28])([CH3:26])[CH3:27])=[O:23])[CH2:5][C@H:4]2[O:3][CH3:29])(=[O:14])=[O:13])=[CH:16][CH:21]=1, predict the reactants needed to synthesize it. The reactants are: [H-].[Na+].[OH:3][C@H:4]1[C@H:9]([CH2:10][O:11][S:12]([C:15]2[CH:20]=[CH:19][CH:18]=[CH:17][C:16]=2[CH3:21])(=[O:14])=[O:13])[CH2:8][CH2:7][N:6]([C:22]([O:24][C:25]([CH3:28])([CH3:27])[CH3:26])=[O:23])[CH2:5]1.[CH3:29]I. (3) Given the product [NH2:1][C:4]1[CH:5]=[C:6]2[C:11](=[CH:12][CH:13]=1)[N:10]([CH2:14][C:15]([O:17][CH2:18][CH3:19])=[O:16])[C:9](=[O:20])[CH2:8][CH2:7]2, predict the reactants needed to synthesize it. The reactants are: [N+:1]([C:4]1[CH:5]=[C:6]2[C:11](=[CH:12][CH:13]=1)[N:10]([CH2:14][C:15]([O:17][CH2:18][CH3:19])=[O:16])[C:9](=[O:20])[CH2:8][CH2:7]2)([O-])=O.C([O-])=O.[NH4+]. (4) Given the product [C:20]1([CH2:19][CH2:14][C:12]2[NH:11][N:10]=[C:9]([C:6]3[CH:7]=[CH:8][C:3]([C:2]([F:17])([F:16])[F:1])=[CH:4][CH:5]=3)[CH:13]=2)[CH:25]=[CH:24][CH:23]=[CH:22][CH:21]=1, predict the reactants needed to synthesize it. The reactants are: [F:1][C:2]([F:17])([F:16])[C:3]1[CH:8]=[CH:7][C:6]([C:9]2[CH:13]=[C:12]([CH:14]=O)[NH:11][N:10]=2)=[CH:5][CH:4]=1.[Br-].[CH2:19]([P+](C1C=CC=CC=1)(C1C=CC=CC=1)C1C=CC=CC=1)[C:20]1[CH:25]=[CH:24][CH:23]=[CH:22][CH:21]=1.C(=O)([O-])[O-].[K+].[K+].O. (5) Given the product [Cl:15][C:14]1[C:13]2[C:8](=[CH:9][CH:10]=[C:11]([C:34](=[O:35])[C:33]3[CH:37]=[CH:38][C:30]([Cl:29])=[CH:31][CH:32]=3)[CH:12]=2)[N:7]([C:17]2[CH:22]=[CH:21][C:20]([O:23][CH:24]3[CH2:28][CH2:27][CH2:26][CH2:25]3)=[CH:19][CH:18]=2)[C:6]=1[C:4]([OH:3])=[O:5], predict the reactants needed to synthesize it. The reactants are: C([O:3][C:4]([C:6]1[N:7]([C:17]2[CH:22]=[CH:21][C:20]([O:23][CH:24]3[CH2:28][CH2:27][CH2:26][CH2:25]3)=[CH:19][CH:18]=2)[C:8]2[C:13]([C:14]=1[Cl:15])=[CH:12][C:11](I)=[CH:10][CH:9]=2)=[O:5])C.[Cl:29][C:30]1[CH:38]=[CH:37][C:33]([C:34](Cl)=[O:35])=[CH:32][CH:31]=1.